This data is from Peptide-MHC class II binding affinity with 134,281 pairs from IEDB. The task is: Regression. Given a peptide amino acid sequence and an MHC pseudo amino acid sequence, predict their binding affinity value. This is MHC class II binding data. (1) The peptide sequence is IIEECEHLEDGIYGI. The MHC is HLA-DQA10501-DQB10402 with pseudo-sequence HLA-DQA10501-DQB10402. The binding affinity (normalized) is 0.263. (2) The peptide sequence is AAATAGTTVYGQFAA. The MHC is HLA-DQA10102-DQB10602 with pseudo-sequence HLA-DQA10102-DQB10602. The binding affinity (normalized) is 0.619. (3) The peptide sequence is PHHTALRQAILCWGELMTLA. The MHC is DRB3_0101 with pseudo-sequence DRB3_0101. The binding affinity (normalized) is 0.413. (4) The peptide sequence is YYPTNKLQAAVMETD. The MHC is H-2-IAb with pseudo-sequence H-2-IAb. The binding affinity (normalized) is 0.121. (5) The peptide sequence is VRNGKKLIPSWASVK. The MHC is DRB1_1101 with pseudo-sequence DRB1_1101. The binding affinity (normalized) is 0.403. (6) The peptide sequence is AVMLTFDNAGMWNVR. The binding affinity (normalized) is 0.373. The MHC is HLA-DQA10501-DQB10201 with pseudo-sequence HLA-DQA10501-DQB10201. (7) The binding affinity (normalized) is 0.0107. The peptide sequence is NNVVQALTSLGLLYT. The MHC is DRB3_0101 with pseudo-sequence DRB3_0101.